This data is from Forward reaction prediction with 1.9M reactions from USPTO patents (1976-2016). The task is: Predict the product of the given reaction. (1) Given the reactants [N+:1]([C:4]1[CH:9]=[CH:8][C:7]([OH:10])=[CH:6][CH:5]=1)([O-:3])=[O:2].Cl[CH2:12][CH2:13][N:14]([CH3:16])[CH3:15].C(=O)([O-])[O-].[K+].[K+], predict the reaction product. The product is: [CH3:15][N:14]([CH3:16])[CH2:13][CH2:12][O:10][C:7]1[CH:8]=[CH:9][C:4]([N+:1]([O-:3])=[O:2])=[CH:5][CH:6]=1. (2) Given the reactants C(O[CH:4](OCC)[CH2:5][S:6][C:7]1[CH:16]=[CH:15][CH:14]=[CH:13][C:8]=1[C:9]([O:11][CH3:12])=[O:10])C, predict the reaction product. The product is: [S:6]1[CH:5]=[CH:4][C:16]2[CH:15]=[CH:14][CH:13]=[C:8]([C:9]([O:11][CH3:12])=[O:10])[C:7]1=2. (3) Given the reactants [C:1]([C:5]1[CH:10]=[CH:9][CH:8]=[CH:7][C:6]=1[N:11]1[CH2:16][CH2:15][N:14]([C:17](=[O:27])[CH2:18][CH:19]2[CH2:24][C:23](=[O:25])[NH:22][C:21](=[O:26])[CH2:20]2)[CH2:13][CH2:12]1)([CH3:4])([CH3:3])[CH3:2].Br[CH2:29][C:30]1[CH:39]=[CH:38][C:33](C(OC)=O)=[CH:32][CH:31]=1.[C:40](=[O:43])([O-])[O-:41].[K+].[K+].O.[CH3:47]N(C=O)C, predict the reaction product. The product is: [C:1]([C:5]1[CH:10]=[CH:9][CH:8]=[CH:7][C:6]=1[N:11]1[CH2:12][CH2:13][N:14]([C:17](=[O:27])[CH2:18][CH:19]2[CH2:24][C:23](=[O:25])[N:22]([CH2:47][C:40]([O:41][CH2:29][C:30]3[CH:39]=[CH:38][CH:33]=[CH:32][CH:31]=3)=[O:43])[C:21](=[O:26])[CH2:20]2)[CH2:15][CH2:16]1)([CH3:4])([CH3:2])[CH3:3]. (4) Given the reactants Br[C:2]1[CH:7]=[CH:6][C:5]([Br:8])=[CH:4][N:3]=1.[CH3:9][C:10]1(C)C(C)(C)OB(C=C)O1.C(=O)([O-])[O-].[Na+].[Na+], predict the reaction product. The product is: [Br:8][C:5]1[CH:6]=[CH:7][C:2]([CH:9]=[CH2:10])=[N:3][CH:4]=1. (5) Given the reactants [CH3:1][O:2][C:3]1[CH:53]=[C:52]([O:54][CH3:55])[CH:51]=[CH:50][C:4]=1[CH2:5][N:6]([CH2:16][C:17]1[CH:22]=[CH:21][N:20]=[C:19]2[N:23](S(C3C=CC(C)=CC=3)(=O)=O)[C:24]([C:26]3[C:34]4[C:29](=[CH:30][C:31]([O:37][CH3:38])=[C:32]([O:35][CH3:36])[CH:33]=4)[N:28]([CH3:39])[CH:27]=3)=[CH:25][C:18]=12)[S:7]([C:10]1[CH:15]=[CH:14][CH:13]=[CH:12][CH:11]=1)(=[O:9])=[O:8].[OH-].[K+], predict the reaction product. The product is: [CH3:1][O:2][C:3]1[CH:53]=[C:52]([O:54][CH3:55])[CH:51]=[CH:50][C:4]=1[CH2:5][N:6]([CH2:16][C:17]1[CH:22]=[CH:21][N:20]=[C:19]2[NH:23][C:24]([C:26]3[C:34]4[C:29](=[CH:30][C:31]([O:37][CH3:38])=[C:32]([O:35][CH3:36])[CH:33]=4)[N:28]([CH3:39])[CH:27]=3)=[CH:25][C:18]=12)[S:7]([C:10]1[CH:11]=[CH:12][CH:13]=[CH:14][CH:15]=1)(=[O:9])=[O:8]. (6) Given the reactants Cl.[F:2][C@@:3]12[C@:16]3([CH3:17])[C:11](=[CH:12][C:13](=[O:18])[CH:14]=[CH:15]3)[C@@H:10]([F:19])[CH2:9][C@H:8]1[C@@H:7]1[CH2:20][C@@H:21]3[C@:25]([C:26](=[O:29])[CH2:27][F:28])([C@@:6]1([CH3:30])[CH2:5][C@@H:4]2[OH:31])[CH2:24][NH:23][CH2:22]3.[F:32][C:33]1[CH:40]=[CH:39][C:36]([CH2:37]Br)=[CH:35][CH:34]=1.C([O-])(O)=O.[Na+], predict the reaction product. The product is: [F:2][C@@:3]12[C@:16]3([CH3:17])[C:11](=[CH:12][C:13](=[O:18])[CH:14]=[CH:15]3)[C@@H:10]([F:19])[CH2:9][C@H:8]1[C@@H:7]1[CH2:20][C@@H:21]3[C@:25]([C:26](=[O:29])[CH2:27][F:28])([C@@:6]1([CH3:30])[CH2:5][C@@H:4]2[OH:31])[CH2:24][N:23]([CH2:37][C:36]1[CH:39]=[CH:40][C:33]([F:32])=[CH:34][CH:35]=1)[CH2:22]3. (7) Given the reactants [CH3:1][NH2:2].[I:3][C:4]1[CH:12]=[CH:11][C:7]([C:8](Cl)=[O:9])=[CH:6][CH:5]=1, predict the reaction product. The product is: [I:3][C:4]1[CH:12]=[CH:11][C:7]([C:8]([NH:2][CH3:1])=[O:9])=[CH:6][CH:5]=1. (8) Given the reactants Cl.[CH2:2]([O:9][C:10]1[CH:16]=[CH:15][C:13]([NH2:14])=[CH:12][CH:11]=1)[C:3]1[CH:8]=[CH:7][CH:6]=[CH:5][CH:4]=1.C(=O)([O-])[O-].[K+].[K+].[Cl:23][CH2:24][C:25](Cl)=[O:26].C(OCC)C, predict the reaction product. The product is: [CH2:2]([O:9][C:10]1[CH:11]=[CH:12][C:13]([NH:14][C:25](=[O:26])[CH2:24][Cl:23])=[CH:15][CH:16]=1)[C:3]1[CH:4]=[CH:5][CH:6]=[CH:7][CH:8]=1.